From a dataset of Full USPTO retrosynthesis dataset with 1.9M reactions from patents (1976-2016). Predict the reactants needed to synthesize the given product. (1) Given the product [Br:23][C:10]1[CH:11]=[C:12]([C:13]2[NH:14][C:15]3[C:20]([CH:21]=2)=[C:19]([F:22])[CH:18]=[CH:17][CH:16]=3)[C:7]([CH:26]=[CH2:27])=[N:8][CH:9]=1, predict the reactants needed to synthesize it. The reactants are: FC(F)(F)S(O[C:7]1[C:12]([C:13]2[NH:14][C:15]3[C:20]([CH:21]=2)=[C:19]([F:22])[CH:18]=[CH:17][CH:16]=3)=[CH:11][C:10]([Br:23])=[CH:9][N:8]=1)(=O)=O.[CH2:26]([Sn](CCCC)(CCCC)C=C)[CH2:27]CC.[Li+].[Cl-].CC(=O)OCC. (2) Given the product [CH:22]1([N:17]2[CH2:16][C:15]3([CH2:25][CH2:26][N:12]([CH:8]([C:5]4[CH:6]=[CH:7][C:2]([C:52]5[CH:61]=[C:60]6[C:55]([CH:56]=[CH:57][C:58]([OH:62])=[N:59]6)=[CH:54][CH:53]=5)=[CH:3][C:4]=4[F:27])[C:9]([NH2:11])=[O:10])[CH2:13][CH2:14]3)[O:20][CH2:19][C:18]2=[O:21])[CH2:24][CH2:23]1, predict the reactants needed to synthesize it. The reactants are: Br[C:2]1[CH:7]=[CH:6][C:5]([CH:8]([N:12]2[CH2:26][CH2:25][C:15]3([O:20][CH2:19][C:18](=[O:21])[N:17]([CH:22]4[CH2:24][CH2:23]4)[CH2:16]3)[CH2:14][CH2:13]2)[C:9]([NH2:11])=[O:10])=[C:4]([F:27])[CH:3]=1.B1(B2OC(C)(C)C(C)(C)O2)OC(C)(C)C(C)(C)O1.C([O-])(=O)C.[K+].Cl[C:52]1[CH:61]=[C:60]2[C:55]([CH:56]=[CH:57][C:58]([OH:62])=[N:59]2)=[CH:54][CH:53]=1.C(=O)([O-])[O-].[K+].[K+]. (3) Given the product [Br:1][C:2]1[CH:3]=[C:4]([CH2:8][CH2:9][O:10][Si:25]([C:21]([CH3:24])([CH3:23])[CH3:22])([C:32]2[CH:33]=[CH:34][CH:35]=[CH:36][CH:37]=2)[C:26]2[CH:31]=[CH:30][CH:29]=[CH:28][CH:27]=2)[CH:5]=[CH:6][CH:7]=1, predict the reactants needed to synthesize it. The reactants are: [Br:1][C:2]1[CH:3]=[C:4]([CH2:8][CH2:9][OH:10])[CH:5]=[CH:6][CH:7]=1.N1C=CN=C1.CN(C=O)C.[C:21]([Si:25](Cl)([C:32]1[CH:37]=[CH:36][CH:35]=[CH:34][CH:33]=1)[C:26]1[CH:31]=[CH:30][CH:29]=[CH:28][CH:27]=1)([CH3:24])([CH3:23])[CH3:22].